From a dataset of Catalyst prediction with 721,799 reactions and 888 catalyst types from USPTO. Predict which catalyst facilitates the given reaction. (1) Reactant: [Cl:1][C:2]1[N:7]=[C:6]([NH2:8])[N:5]=[C:4]([NH:9][CH2:10][C:11]2[CH:16]=[CH:15][C:14]([O:17][CH3:18])=[CH:13][C:12]=2OC)[C:3]=1[NH2:21].[C:22](=[O:25])([O-])[O-].[K+].[K+].Cl[C:29](OC1C=CC([N+]([O-])=O)=CC=1)=[O:30]. Product: [NH2:8][C:6]1[N:5]=[C:4]2[C:3]([NH:21][C:22](=[O:25])[N:9]2[CH2:10][C:11]2[CH:12]=[CH:13][C:14]([O:17][CH3:18])=[C:15]([O:30][CH3:29])[CH:16]=2)=[C:2]([Cl:1])[N:7]=1. The catalyst class is: 10. (2) Reactant: [H][H].Cl[C:4]1[CH:9]=[C:8]([C:10]([OH:12])=[O:11])[CH:7]=[C:6]([CH3:13])[N:5]=1.C(N(CC)CC)C. Product: [CH3:13][C:6]1[CH:7]=[C:8]([C:10]([OH:12])=[O:11])[CH:9]=[CH:4][N:5]=1. The catalyst class is: 63. (3) Reactant: [N:1]1([C:6]2[CH:11]=[CH:10][C:9]([CH2:12][O:13][NH2:14])=[CH:8][N:7]=2)[CH:5]=[CH:4][CH:3]=[N:2]1.[C:15]([OH:21])([C:17]([F:20])([F:19])[F:18])=[O:16].CC(O)C. Product: [F:18][C:17]([F:20])([F:19])[C:15]([OH:21])=[O:16].[N:1]1([C:6]2[CH:11]=[CH:10][C:9]([CH2:12][O:13][NH2:14])=[CH:8][N:7]=2)[CH:5]=[CH:4][CH:3]=[N:2]1. The catalyst class is: 11. (4) Reactant: [CH:1]([C:3]([NH:8][C:9](=[O:19])[C:10]1[CH:15]=[CH:14][CH:13]=[C:12]([O:16][CH3:17])[C:11]=1[CH3:18])([CH3:7])[CH:4]([CH3:6])[CH3:5])=[O:2].[CH3:20][C:21]1[CH:22]=[C:23]([Mg]Br)[CH:24]=[CH:25][CH:26]=1. Product: [OH:2][CH:1]([C:25]1[CH:26]=[C:21]([CH3:20])[CH:22]=[CH:23][CH:24]=1)[C:3]([NH:8][C:9](=[O:19])[C:10]1[CH:15]=[CH:14][CH:13]=[C:12]([O:16][CH3:17])[C:11]=1[CH3:18])([CH3:7])[CH:4]([CH3:5])[CH3:6]. The catalyst class is: 1. (5) Reactant: [Cl:1][CH2:2][C:3](Cl)=[O:4].[O:6]1[CH:10]=[CH:9][C:8]([NH2:11])=[N:7]1. Product: [Cl:1][CH2:2][C:3]([NH:11][C:8]1[CH:9]=[CH:10][O:6][N:7]=1)=[O:4]. The catalyst class is: 2.